This data is from Peptide-MHC class II binding affinity with 134,281 pairs from IEDB. The task is: Regression. Given a peptide amino acid sequence and an MHC pseudo amino acid sequence, predict their binding affinity value. This is MHC class II binding data. The peptide sequence is IFAIFRQDSSSTGWN. The MHC is DRB1_0802 with pseudo-sequence DRB1_0802. The binding affinity (normalized) is 0.218.